Dataset: Peptide-MHC class I binding affinity with 185,985 pairs from IEDB/IMGT. Task: Regression. Given a peptide amino acid sequence and an MHC pseudo amino acid sequence, predict their binding affinity value. This is MHC class I binding data. (1) The peptide sequence is NTNQGNILM. The MHC is HLA-A02:03 with pseudo-sequence HLA-A02:03. The binding affinity (normalized) is 0.349. (2) The peptide sequence is KQPNRPLFI. The MHC is HLA-A02:06 with pseudo-sequence HLA-A02:06. The binding affinity (normalized) is 0.646. (3) The peptide sequence is IANTTDHFF. The MHC is HLA-A02:03 with pseudo-sequence HLA-A02:03. The binding affinity (normalized) is 0.0847. (4) The peptide sequence is VLALYSPPL. The MHC is HLA-A68:02 with pseudo-sequence HLA-A68:02. The binding affinity (normalized) is 0.330. (5) The peptide sequence is KILSDENYLL. The MHC is HLA-A68:02 with pseudo-sequence HLA-A68:02. The binding affinity (normalized) is 0. (6) The peptide sequence is VSTAVLTTM. The MHC is H-2-Db with pseudo-sequence H-2-Db. The binding affinity (normalized) is 0.246.